Task: Predict the reaction yield, written as a fraction of the theoretical maximum amount of product (1.0 means a 100% yield; for example, 0.34 means a 34% yield).. Dataset: Reaction yield outcomes from USPTO patents with 853,638 reactions The reactants are NC[C:3]1[CH:11]=[CH:10][C:6]([C:7]([OH:9])=[O:8])=[CH:5][C:4]=1[N+:12]([O-:14])=[O:13].ClC(OCC1C2C=CC=CC=2C2C1=CC=CC=2)=O. The catalyst is C([O-])([O-])=O.[Na+].[Na+].O1CCOCC1. The product is [N+:12]([C:4]1[CH:5]=[C:6]([CH:10]=[CH:11][CH:3]=1)[C:7]([OH:9])=[O:8])([O-:14])=[O:13]. The yield is 0.920.